Dataset: Peptide-MHC class II binding affinity with 134,281 pairs from IEDB. Task: Regression. Given a peptide amino acid sequence and an MHC pseudo amino acid sequence, predict their binding affinity value. This is MHC class II binding data. (1) The peptide sequence is NVEGSYEGAYAPVLQDFRSL. The MHC is DRB1_0404 with pseudo-sequence DRB1_0404. The binding affinity (normalized) is 0. (2) The peptide sequence is IKCFEKFLEPKVKFG. The MHC is DRB1_0802 with pseudo-sequence DRB1_0802. The binding affinity (normalized) is 0.236. (3) The peptide sequence is YDKFLANVSTVLNGK. The MHC is DRB1_0802 with pseudo-sequence DRB1_0802. The binding affinity (normalized) is 0.753. (4) The binding affinity (normalized) is 0.233. The MHC is DRB1_1101 with pseudo-sequence DRB1_1101. The peptide sequence is DKANLEIMTKR. (5) The peptide sequence is QISGVDLGLPNWGKY. The MHC is DRB1_0901 with pseudo-sequence DRB1_0901. The binding affinity (normalized) is 0.0284.